This data is from NCI-60 drug combinations with 297,098 pairs across 59 cell lines. The task is: Regression. Given two drug SMILES strings and cell line genomic features, predict the synergy score measuring deviation from expected non-interaction effect. (1) Cell line: SK-MEL-28. Synergy scores: CSS=22.8, Synergy_ZIP=1.18, Synergy_Bliss=3.30, Synergy_Loewe=0.724, Synergy_HSA=0.899. Drug 1: CCC1=CC2CC(C3=C(CN(C2)C1)C4=CC=CC=C4N3)(C5=C(C=C6C(=C5)C78CCN9C7C(C=CC9)(C(C(C8N6C)(C(=O)OC)O)OC(=O)C)CC)OC)C(=O)OC.C(C(C(=O)O)O)(C(=O)O)O. Drug 2: CC1CCCC2(C(O2)CC(NC(=O)CC(C(C(=O)C(C1O)C)(C)C)O)C(=CC3=CSC(=N3)C)C)C. (2) Drug 1: C1C(C(OC1N2C=C(C(=O)NC2=O)F)CO)O. Drug 2: C1=NC2=C(N=C(N=C2N1C3C(C(C(O3)CO)O)F)Cl)N. Cell line: HOP-92. Synergy scores: CSS=15.9, Synergy_ZIP=-5.92, Synergy_Bliss=-1.07, Synergy_Loewe=-4.06, Synergy_HSA=-0.628.